This data is from Catalyst prediction with 721,799 reactions and 888 catalyst types from USPTO. The task is: Predict which catalyst facilitates the given reaction. (1) Reactant: [N:1]([C:4]1[CH:9]=[CH:8][C:7]([CH3:10])=[CH:6][CH:5]=1)=[N+:2]=[N-:3].[Br:11]N1C(=O)CCC1=O.N(C(C)(C)C#N)=NC(C)(C)C#N.O. Product: [N:1]([C:4]1[CH:9]=[CH:8][C:7]([CH2:10][Br:11])=[CH:6][CH:5]=1)=[N+:2]=[N-:3]. The catalyst class is: 48. (2) Reactant: Cl[C:2]1[N:14]=[CH:13][N:12]=[C:11]2[C:3]=1[C:4]1[CH2:5][CH2:6][C:7]3[N:17]([CH2:18][CH2:19][N:20]4[CH2:25][CH2:24][N:23]([CH3:26])[CH2:22][CH2:21]4)[N:16]=[CH:15][C:8]=3[C:9]=1[S:10]2.Cl.[O:28]1[CH2:33][CH2:32]OCC1. Product: [CH3:4][C:5]1[CH:6]=[C:7]([NH:17][C:2]2[C:3]3[C:4]4[CH2:5][CH2:6][C:7]5[N:17]([CH2:18][CH2:19][N:20]6[CH2:21][CH2:22][N:23]([CH3:26])[CH2:24][CH2:25]6)[N:16]=[CH:15][C:8]=5[C:9]=4[S:10][C:11]=3[N:12]=[CH:13][N:14]=2)[CH:8]=[CH:32][C:33]=1[OH:28]. The catalyst class is: 32. (3) Reactant: [C:1]([O:5][C:6]([N:8]([CH2:21][C@@H:22]1[C@@H:26]([C:27]2[CH:32]=[CH:31][CH:30]=[CH:29][CH:28]=2)[CH2:25][N:24]([CH2:33][C:34]2[CH:43]=[CH:42][C:37]([C:38]([O:40]C)=[O:39])=[CH:36][CH:35]=2)[CH2:23]1)[C@@H:9]([C:11]1[C:20]2[C:15](=[CH:16][CH:17]=[CH:18][CH:19]=2)[CH:14]=[CH:13][CH:12]=1)[CH3:10])=[O:7])([CH3:4])([CH3:3])[CH3:2].[OH-].[Na+]. Product: [C:1]([O:5][C:6]([N:8]([CH2:21][C@@H:22]1[C@@H:26]([C:27]2[CH:28]=[CH:29][CH:30]=[CH:31][CH:32]=2)[CH2:25][N:24]([CH2:33][C:34]2[CH:43]=[CH:42][C:37]([C:38]([OH:40])=[O:39])=[CH:36][CH:35]=2)[CH2:23]1)[C@@H:9]([C:11]1[C:20]2[C:15](=[CH:16][CH:17]=[CH:18][CH:19]=2)[CH:14]=[CH:13][CH:12]=1)[CH3:10])=[O:7])([CH3:2])([CH3:3])[CH3:4]. The catalyst class is: 5. (4) Reactant: [Si:1]([O:8][CH2:9][C@@H:10]1[C@@H:15]([O:16][Si:17]([C:20]([CH3:23])([CH3:22])[CH3:21])([CH3:19])[CH3:18])[CH2:14][C:13](=[O:24])[CH:12]=[CH:11]1)([C:4]([CH3:7])([CH3:6])[CH3:5])([CH3:3])[CH3:2].[BH4-].[Na+]. Product: [Si:17]([O:16][C@H:15]1[CH2:14][C@@H:13]([OH:24])[CH:12]=[CH:11][C@@H:10]1[CH2:9][O:8][Si:1]([C:4]([CH3:7])([CH3:6])[CH3:5])([CH3:2])[CH3:3])([C:20]([CH3:23])([CH3:22])[CH3:21])([CH3:19])[CH3:18]. The catalyst class is: 5. (5) Reactant: [C:1]([Si:5]([O:8][C:9]1[CH:14]=[C:13]([O:15][CH3:16])[CH:12]=[C:11]([O:17][CH3:18])[CH:10]=1)([CH3:7])[CH3:6])([CH3:4])([CH3:3])[CH3:2].CN(C)CCN(C)C.C([Li])CCC.[B:32](OC)([O:35]C)[O:33]C.[Cl-].[NH4+]. Product: [Si:5]([O:8][C:9]1[CH:10]=[C:11]([O:17][CH3:18])[C:12]([B:32]([OH:35])[OH:33])=[C:13]([O:15][CH3:16])[CH:14]=1)([C:1]([CH3:4])([CH3:3])[CH3:2])([CH3:7])[CH3:6]. The catalyst class is: 476.